From a dataset of NCI-60 drug combinations with 297,098 pairs across 59 cell lines. Regression. Given two drug SMILES strings and cell line genomic features, predict the synergy score measuring deviation from expected non-interaction effect. (1) Drug 1: CC1C(C(CC(O1)OC2CC(CC3=C2C(=C4C(=C3O)C(=O)C5=C(C4=O)C(=CC=C5)OC)O)(C(=O)CO)O)N)O.Cl. Drug 2: C1=CC(=CC=C1CC(C(=O)O)N)N(CCCl)CCCl.Cl. Cell line: NCI-H460. Synergy scores: CSS=36.9, Synergy_ZIP=2.25, Synergy_Bliss=5.51, Synergy_Loewe=3.56, Synergy_HSA=6.11. (2) Drug 1: C1CCN(CC1)CCOC2=CC=C(C=C2)C(=O)C3=C(SC4=C3C=CC(=C4)O)C5=CC=C(C=C5)O. Drug 2: C(=O)(N)NO. Cell line: CAKI-1. Synergy scores: CSS=15.8, Synergy_ZIP=-4.25, Synergy_Bliss=-1.61, Synergy_Loewe=2.17, Synergy_HSA=0.740. (3) Drug 1: CC1C(C(=O)NC(C(=O)N2CCCC2C(=O)N(CC(=O)N(C(C(=O)O1)C(C)C)C)C)C(C)C)NC(=O)C3=C4C(=C(C=C3)C)OC5=C(C(=O)C(=C(C5=N4)C(=O)NC6C(OC(=O)C(N(C(=O)CN(C(=O)C7CCCN7C(=O)C(NC6=O)C(C)C)C)C)C(C)C)C)N)C. Drug 2: C1CNP(=O)(OC1)N(CCCl)CCCl. Cell line: UACC-257. Synergy scores: CSS=5.62, Synergy_ZIP=-1.67, Synergy_Bliss=-0.177, Synergy_Loewe=-10.8, Synergy_HSA=-0.912. (4) Cell line: UO-31. Drug 1: CCC1(CC2CC(C3=C(CCN(C2)C1)C4=CC=CC=C4N3)(C5=C(C=C6C(=C5)C78CCN9C7C(C=CC9)(C(C(C8N6C)(C(=O)OC)O)OC(=O)C)CC)OC)C(=O)OC)O.OS(=O)(=O)O. Drug 2: COC1=C2C(=CC3=C1OC=C3)C=CC(=O)O2. Synergy scores: CSS=-3.20, Synergy_ZIP=2.44, Synergy_Bliss=3.06, Synergy_Loewe=-1.40, Synergy_HSA=-0.0605.